From a dataset of hERG Central: cardiac toxicity at 1µM, 10µM, and general inhibition. Predict hERG channel inhibition at various concentrations. (1) The drug is Cn1nc(C(=O)NCCCN2CCCCC2)c2c1-c1ccccc1SC2. Results: hERG_inhib (hERG inhibition (general)): blocker. (2) The molecule is COc1ccc(/C=N/OC(=O)Nc2ccccc2)cc1[N+](=O)[O-]. Results: hERG_inhib (hERG inhibition (general)): blocker. (3) The compound is OCC1CCCN(C2CCN(Cc3nc(Cc4cccc(C(F)(F)F)c4)no3)CC2)C1. Results: hERG_inhib (hERG inhibition (general)): blocker. (4) The compound is CCN(CC)Cc1c(C(=O)N/N=C(\C)c2ccncc2)nnn1-c1nonc1N. Results: hERG_inhib (hERG inhibition (general)): blocker. (5) The molecule is O=C(NC(CC(=O)N1CCN(c2ccc([N+](=O)[O-])cc2)CC1)c1ccccc1)c1ccccc1Cl. Results: hERG_inhib (hERG inhibition (general)): blocker. (6) The drug is CS(=O)(=O)O.Cc1ccc(N(CC2=NCCN2)c2cccc(O)c2)cc1. Results: hERG_inhib (hERG inhibition (general)): blocker. (7) Results: hERG_inhib (hERG inhibition (general)): blocker. The drug is O=C(Cn1c(N2CCN(C/C=C/c3ccccc3)CC2)nc2ccccc21)c1ccccc1.